This data is from Full USPTO retrosynthesis dataset with 1.9M reactions from patents (1976-2016). The task is: Predict the reactants needed to synthesize the given product. (1) Given the product [F:28][C:29]1[CH:30]=[C:31]([CH:39]=[CH:40][C:41]=1[F:42])[CH2:32][N:33]1[CH2:37][CH2:36][C@H:35]([N:38]2[CH2:8][CH2:7][CH2:6]/[C:5](=[CH:10]\[C:11]3[CH:16]=[CH:15][C:14]([N:17]4[CH:21]=[C:20]([CH3:22])[N:19]=[CH:18]4)=[C:13]([O:23][CH3:24])[CH:12]=3)/[C:4]2=[O:25])[CH2:34]1, predict the reactants needed to synthesize it. The reactants are: C(O[C:4](=[O:25])/[C:5](=[CH:10]/[C:11]1[CH:16]=[CH:15][C:14]([N:17]2[CH:21]=[C:20]([CH3:22])[N:19]=[CH:18]2)=[C:13]([O:23][CH3:24])[CH:12]=1)/[CH2:6][CH2:7][CH2:8]Cl)C.Cl.Cl.[F:28][C:29]1[CH:30]=[C:31]([CH:39]=[CH:40][C:41]=1[F:42])[CH2:32][N:33]1[CH2:37][CH2:36][C@H:35]([NH2:38])[CH2:34]1.C(=O)([O-])[O-].[K+].[K+].[I-].[Na+]. (2) The reactants are: C(OC(=O)[NH:7][CH2:8][CH:9]1[CH2:14][CH2:13][N:12]([S:15]([CH2:18][CH2:19][C:20]2[CH:25]=[CH:24][C:23]([F:26])=[CH:22][CH:21]=2)(=[O:17])=[O:16])[CH2:11][CH2:10]1)(C)(C)C.Cl. Given the product [F:26][C:23]1[CH:24]=[CH:25][C:20]([CH2:19][CH2:18][S:15]([N:12]2[CH2:11][CH2:10][CH:9]([CH2:8][NH2:7])[CH2:14][CH2:13]2)(=[O:16])=[O:17])=[CH:21][CH:22]=1, predict the reactants needed to synthesize it. (3) Given the product [CH3:8][S:9]([NH:12][C:13]1[CH:14]=[CH:15][C:16]([C:19]2[CH:31]=[CH:30][C:22]([C:23]([OH:25])=[O:24])=[C:21]([NH:32][C:33]3[CH:38]=[CH:37][CH:36]=[CH:35][C:34]=3[CH3:39])[CH:20]=2)=[CH:17][CH:18]=1)(=[O:11])=[O:10], predict the reactants needed to synthesize it. The reactants are: FC(F)(F)C(O)=O.[CH3:8][S:9]([NH:12][C:13]1[CH:18]=[CH:17][C:16]([C:19]2[CH:31]=[CH:30][C:22]([C:23]([O:25]C(C)(C)C)=[O:24])=[C:21]([NH:32][C:33]3[CH:38]=[CH:37][CH:36]=[CH:35][C:34]=3[CH3:39])[CH:20]=2)=[CH:15][CH:14]=1)(=[O:11])=[O:10].